Dataset: Peptide-MHC class I binding affinity with 185,985 pairs from IEDB/IMGT. Task: Regression. Given a peptide amino acid sequence and an MHC pseudo amino acid sequence, predict their binding affinity value. This is MHC class I binding data. The peptide sequence is KIQNFRVYY. The MHC is HLA-A11:01 with pseudo-sequence HLA-A11:01. The binding affinity (normalized) is 0.678.